From a dataset of Peptide-MHC class I binding affinity with 185,985 pairs from IEDB/IMGT. Regression. Given a peptide amino acid sequence and an MHC pseudo amino acid sequence, predict their binding affinity value. This is MHC class I binding data. The peptide sequence is RSTIFDIVSK. The MHC is HLA-A31:01 with pseudo-sequence HLA-A31:01. The binding affinity (normalized) is 0.500.